From a dataset of Experimentally validated miRNA-target interactions with 360,000+ pairs, plus equal number of negative samples. Binary Classification. Given a miRNA mature sequence and a target amino acid sequence, predict their likelihood of interaction. (1) The miRNA is hsa-miR-379-5p with sequence UGGUAGACUAUGGAACGUAGG. The protein sequence of the target gene is MDRLGPFSNDPSDKPPCRGCSSYLMEPYIKCAECGPPPFFLCLQCFTRGFEYKKHQSDHTYEIMTSDFPVLDPSWTAQEEMALLEAVMDCGFGNWQDVANQMCTKTKEECEKHYMKHFINNPLFASTLLNLKQAEEAKTADTAIPFHSTDDPPRPTFDSLLSRDMAGYMPARADFIEEFDNYAEWDLRDIDFVEDDSDILHALKMAVVDIYHSRLKERQRRKKIIRDHGLINLRKFQLMERRYPKEVQDLYETMRRFARIVGPVEHDKFIESHALEFELRREIKRLQEYRTAGITNFCSA.... Result: 0 (no interaction). (2) The miRNA is mmu-miR-466k with sequence UGUGUGUGUACAUGUACAUGUGA. The protein sequence of the target gene is MTLRLLFLALNFFSVQVTENKILVKQSPLLVVDSNEVSLSCRYSYNLLAKEFRASLYKGVNSDVEVCVGNGNFTYQPQFRSNAEFNCDGDFDNETVTFRLWNLHVNHTDIYFCKIEFMYPPPYLDNERSNGTIIHIKEKHLCHTQSSPKLFWALVVVAGVLFCYGLLVTVALCVIWTNSRRNRLLQSDYMNMTPRRPGLTRKPYQPYAPARDFAAYRP. Result: 1 (interaction). (3) The miRNA is hsa-miR-4661-3p with sequence CAGGAUCCACAGAGCUAGUCCA. The protein sequence of the target gene is MSKQQPTQFINPETPGYVGFANLPNQVHRKSVKKGFEFTLMVVGESGLGKSTLINSLFLTDLYPERIIPGAAEKIERTVQIEASTVEIEERGVKLRLTVVDTPGYGDAINCRDCFKTIISYIDEQFERYLHDESGLNRRHIIDNRVHCCFYFISPFGHGLKPLDVAFMKAIHNKVNIVPVIAKADTLTLKERERLKKRILDEIEEHSIKIYHLPDAESDEDEDFKEQTRLLKASIPFSVVGSNQLIEAKGKKVRGRLYPWGVVEVENPEHNDFLKLRTMLITHMQDLQEVTQDLHYENFR.... Result: 0 (no interaction). (4) Result: 0 (no interaction). The miRNA is mmu-miR-7681-5p with sequence AUCCUGUCCUUGCCCUCUCU. The protein sequence of the target gene is MSELKDCPLQFHDFKSVDHLKVCPRYTAVLARSEDDGIGIEELDTLQLELETLLSSASRRLRVLEAETQILTDWQDKKGDRRFLKLGRDHELGAPPKHGKPKKQKLEGKTGHGPGPGPGRPKSKNVQPKIQEYEFTDDPIDVPRIPKNDAPNRFWASVEPYCADITSEEVRTLEELLKPPEDEAEHYKIPPLGKHYSQRWAQEDLLEEQKDGARAAAVADKKKGLIGPLTELDTKDVDALLKKSEAQHEQPEDGCPFGALTQRLLQALVEENIISPMEDSPIPDMSGKESGADGASTSPR....